Dataset: Reaction yield outcomes from USPTO patents with 853,638 reactions. Task: Predict the reaction yield, written as a fraction of the theoretical maximum amount of product (1.0 means a 100% yield; for example, 0.34 means a 34% yield). (1) The reactants are C(NC(C)C)(C)C.C([Li])CCC.[CH3:13][C@@H:14]1[C@H:18]([C:19]2[CH:24]=[CH:23][CH:22]=[CH:21][CH:20]=2)[O:17][C:16](=[O:25])[N:15]1[C:26](=[O:35])[CH2:27][CH2:28][C@H:29]([CH3:34])[CH2:30][CH2:31][CH2:32][CH3:33].Br[CH2:37][C:38]([O:40][C:41]([CH3:44])([CH3:43])[CH3:42])=[O:39]. The catalyst is C1COCC1. The product is [C:41]([O:40][C:38](=[O:39])[CH2:37][C@@H:27]([C:26]([N:15]1[C@H:14]([CH3:13])[C@H:18]([C:19]2[CH:24]=[CH:23][CH:22]=[CH:21][CH:20]=2)[O:17][C:16]1=[O:25])=[O:35])[CH2:28][C@H:29]([CH3:34])[CH2:30][CH2:31][CH2:32][CH3:33])([CH3:44])([CH3:43])[CH3:42]. The yield is 0.610. (2) The reactants are [CH2:1]([C:4]1[CH:9]=[CH:8][CH:7]=[CH:6][C:5]=1[OH:10])[CH:2]=[CH2:3].Cl[Sn](Cl)(Cl)Cl.[I:16]I. The catalyst is ClCCl. The product is [I:16][CH2:3][CH:2]1[CH2:1][C:4]2[CH:9]=[CH:8][CH:7]=[CH:6][C:5]=2[O:10]1. The yield is 0.360. (3) The yield is 0.370. The reactants are [OH:1][CH2:2][CH:3]1[CH2:12][N:7]2[CH2:8][CH2:9][NH:10][CH2:11][CH:6]2[CH2:5][CH2:4]1.C([Li])CCC.[CH3:18][O:19][C:20]1[CH:25]=[CH:24][CH:23]=[C:22](OC)[N:21]=1.Cl. The product is [OH:1][CH2:2][CH:3]1[CH2:12][N:7]2[CH2:8][CH2:9][N:10]([C:22]3[CH:23]=[CH:24][CH:25]=[C:20]([O:19][CH3:18])[N:21]=3)[CH2:11][CH:6]2[CH2:5][CH2:4]1. The catalyst is C1COCC1. (4) The reactants are Cl[C:2]1[CH:3]=[CH:4][N:5]2[C:10]([C:11]=1[CH3:12])=[C:9]([CH:13]1[CH2:15][CH2:14]1)[CH:8]=[C:7]([C:16]([O:18][CH2:19][CH3:20])=[O:17])[C:6]2=[O:21].[CH3:22][O:23][C:24]1[CH:29]=[CH:28][C:27](B(O)O)=[CH:26][CH:25]=1.C([O-])([O-])=O.[Na+].[Na+]. The catalyst is C1COCC1.Cl[Pd](Cl)([P](C1C=CC=CC=1)(C1C=CC=CC=1)C1C=CC=CC=1)[P](C1C=CC=CC=1)(C1C=CC=CC=1)C1C=CC=CC=1. The product is [CH3:22][O:23][C:24]1[CH:29]=[CH:28][C:27]([C:2]2[CH:3]=[CH:4][N:5]3[C:10]([C:11]=2[CH3:12])=[C:9]([CH:13]2[CH2:15][CH2:14]2)[CH:8]=[C:7]([C:16]([O:18][CH2:19][CH3:20])=[O:17])[C:6]3=[O:21])=[CH:26][CH:25]=1. The yield is 0.450. (5) The reactants are [CH3:1][C:2]([Si:5]([CH3:18])([CH3:17])[O:6][CH2:7][CH2:8][C:9]1[O:10][C:11]([CH2:14][CH2:15][OH:16])=[CH:12][CH:13]=1)([CH3:4])[CH3:3].[H-].[Na+].[CH2:21](Br)[C:22]1[CH:27]=[CH:26][CH:25]=[CH:24][CH:23]=1.O. The catalyst is C1COCC1.[I-].C([N+](CCCC)(CCCC)CCCC)CCC. The product is [CH3:4][C:2]([Si:5]([CH3:18])([CH3:17])[O:6][CH2:7][CH2:8][C:9]1[O:10][C:11]([CH2:14][CH2:15][O:16][CH2:21][C:22]2[CH:27]=[CH:26][CH:25]=[CH:24][CH:23]=2)=[CH:12][CH:13]=1)([CH3:1])[CH3:3]. The yield is 0.826. (6) The reactants are [CH2:1]([C:3]1[C:7]([N+:8]([O-:10])=[O:9])=[C:6]([C:11]([NH2:13])=[O:12])[NH:5][N:4]=1)[CH3:2].C(=O)([O-])[O-].[Na+].[Na+].[I-].[Na+].[CH3:22][O:23][CH2:24][CH2:25]Br. The catalyst is CC(CC)=O.O. The product is [CH2:1]([C:3]1[N:4]([CH2:25][CH2:24][O:23][CH3:22])[N:5]=[C:6]([C:11]([NH2:13])=[O:12])[C:7]=1[N+:8]([O-:10])=[O:9])[CH3:2]. The yield is 0.740. (7) The reactants are [CH2:1]([C:5]1([C:8]2[CH:15]=[CH:14][C:11]([CH:12]=[O:13])=[CH:10][CH:9]=2)[CH2:7][CH2:6]1)[CH2:2][CH2:3][CH3:4].C(C1(C2C=CC(C=O)=CC=2)CC1)C.[BH4-].[K+]. No catalyst specified. The product is [CH2:1]([C:5]1([C:8]2[CH:15]=[CH:14][C:11]([CH2:12][OH:13])=[CH:10][CH:9]=2)[CH2:7][CH2:6]1)[CH2:2][CH2:3][CH3:4]. The yield is 0.640. (8) The reactants are [Li+].CC([N-]C(C)C)C.[CH:9]1([C:15]2[N:16]=[C:17]([C:20]3[CH:21]=[N:22][CH:23]=[CH:24][C:25]=3[CH3:26])[S:18][CH:19]=2)[CH2:14][CH2:13][CH2:12][CH2:11][CH2:10]1.C([I:31])(F)(F)F. The catalyst is C1COCC1. The product is [CH:9]1([C:15]2[N:16]=[C:17]([C:20]3[CH:21]=[N:22][CH:23]=[CH:24][C:25]=3[CH3:26])[S:18][C:19]=2[I:31])[CH2:10][CH2:11][CH2:12][CH2:13][CH2:14]1. The yield is 0.680.